Dataset: Peptide-MHC class I binding affinity with 185,985 pairs from IEDB/IMGT. Task: Regression. Given a peptide amino acid sequence and an MHC pseudo amino acid sequence, predict their binding affinity value. This is MHC class I binding data. (1) The peptide sequence is DPSRGRLGL. The MHC is HLA-B07:02 with pseudo-sequence HLA-B07:02. The binding affinity (normalized) is 0.434. (2) The peptide sequence is LQVSDVDKL. The MHC is HLA-B15:01 with pseudo-sequence HLA-B15:01. The binding affinity (normalized) is 0. (3) The peptide sequence is MASDFNLPPV. The MHC is HLA-A02:03 with pseudo-sequence HLA-A02:03. The binding affinity (normalized) is 0.629. (4) The peptide sequence is VFSDGRVAC. The MHC is HLA-A23:01 with pseudo-sequence HLA-A23:01. The binding affinity (normalized) is 0.